Dataset: Full USPTO retrosynthesis dataset with 1.9M reactions from patents (1976-2016). Task: Predict the reactants needed to synthesize the given product. (1) Given the product [CH3:9][CH2:10][CH2:11][CH2:12][CH2:13]/[CH:14]=[CH:15]\[CH2:16][C@@H:17]([OH:2])/[CH:18]=[CH:19]/[CH:20]=[CH:21]/[CH:22]=[CH:23]\[C@@H:24]([OH:25])[CH2:26][CH2:27][CH2:28][C:29]([OH:31])=[O:30], predict the reactants needed to synthesize it. The reactants are: P([O-])([O-])([O-])=[O:2].[K+].[K+].[K+].[CH3:9][CH2:10][CH2:11][CH2:12][CH2:13]/[CH:14]=[CH:15]\[CH2:16]/[CH:17]=[CH:18]\[CH:19]=[CH:20]\[CH:21]=[CH:22]\[C@@H:23]1[O:25][C@H:24]1[CH2:26][CH2:27][CH2:28][C:29]([OH:31])=[O:30]. (2) Given the product [NH:1]1[C:9]2[C:4](=[CH:5][C:6]([NH:10][C:11]3[C:20]4[C:15](=[CH:16][CH:17]=[CH:18][CH:19]=4)[N:14]=[C:13]([C:21]4[CH:22]=[C:23]([CH:29]=[CH:30][CH:31]=4)[O:24][CH2:25][C:26]([NH:35][CH2:34][CH3:33])=[O:27])[N:12]=3)=[CH:7][CH:8]=2)[CH:3]=[N:2]1, predict the reactants needed to synthesize it. The reactants are: [NH:1]1[C:9]2[C:4](=[CH:5][C:6]([NH:10][C:11]3[C:20]4[C:15](=[CH:16][CH:17]=[CH:18][CH:19]=4)[N:14]=[C:13]([C:21]4[CH:22]=[C:23]([CH:29]=[CH:30][CH:31]=4)[O:24][CH2:25][C:26](O)=[O:27])[N:12]=3)=[CH:7][CH:8]=2)[CH:3]=[N:2]1.C1C[N:35]([P+](ON2N=NC3C=CC=CC2=3)(N2CCCC2)N2CCCC2)[CH2:34][CH2:33]1.F[P-](F)(F)(F)(F)F.CCN(C(C)C)C(C)C. (3) Given the product [CH3:1][C:2]1[C:3]([O:12][C:13]2[C:18]([CH3:19])=[CH:17][C:16]([CH3:20])=[CH:15][C:14]=2[CH3:21])=[N:4][C:5]([CH3:11])=[CH:6][C:7]=1[N:8]([CH2:9][CH3:10])[C:34](=[O:39])[C:35]([F:36])([F:37])[F:38], predict the reactants needed to synthesize it. The reactants are: [CH3:1][C:2]1[C:3]([O:12][C:13]2[C:18]([CH3:19])=[CH:17][C:16]([CH3:20])=[CH:15][C:14]=2[CH3:21])=[N:4][C:5]([CH3:11])=[CH:6][C:7]=1[NH:8][CH2:9][CH3:10].C(N(CC)CC)C.[F:36][C:35]([F:38])([F:37])[C:34](O[C:34](=[O:39])[C:35]([F:38])([F:37])[F:36])=[O:39]. (4) Given the product [CH3:19][O:18][C:11]1[C:12]([O:16][CH3:17])=[C:13]([O:14][CH3:15])[C:7]2[S:6][C:5]([CH2:4][CH2:3][CH2:2][N:20]3[CH2:25][CH2:24][N:23]([CH2:2][CH2:3][CH2:4][C:5]4[S:6][C:7]5[C:13]([O:14][CH3:15])=[C:12]([O:16][CH3:17])[C:11]([O:18][CH3:19])=[CH:10][C:8]=5[N:9]=4)[CH2:22][CH2:21]3)=[N:9][C:8]=2[CH:10]=1, predict the reactants needed to synthesize it. The reactants are: Br[CH2:2][CH2:3][CH2:4][C:5]1[S:6][C:7]2[C:13]([O:14][CH3:15])=[C:12]([O:16][CH3:17])[C:11]([O:18][CH3:19])=[CH:10][C:8]=2[N:9]=1.[NH:20]1[CH2:25][CH2:24][NH:23][CH2:22][CH2:21]1. (5) Given the product [C:23]([O:22][C:20](=[O:19])[NH:1][C:2]1[C:3]([Cl:8])=[N:4][CH:5]=[CH:6][CH:7]=1)([CH3:26])([CH3:25])[CH3:24], predict the reactants needed to synthesize it. The reactants are: [NH2:1][C:2]1[C:3]([Cl:8])=[N:4][CH:5]=[CH:6][CH:7]=1.C[Si]([N-][Si](C)(C)C)(C)C.[Na+].[O:19](C(OC(C)(C)C)=O)[C:20]([O:22][C:23]([CH3:26])([CH3:25])[CH3:24])=O.Cl.